From a dataset of Full USPTO retrosynthesis dataset with 1.9M reactions from patents (1976-2016). Predict the reactants needed to synthesize the given product. (1) Given the product [C:23]([O:22][C:20]([N:18]1[CH2:19][CH:14]([C:12]([NH:11][C@:6]2([C:4]([OH:5])=[O:3])[CH2:8][C@H:7]2[CH:9]=[CH2:10])=[O:13])[C:15]2=[N:29][NH:28][CH:27]=[C:16]2[CH2:17]1)=[O:21])([CH3:24])([CH3:25])[CH3:26], predict the reactants needed to synthesize it. The reactants are: C([O:3][C:4]([C@@:6]1([NH:11][C:12]([CH:14]2[CH2:19][N:18]([C:20]([O:22][C:23]([CH3:26])([CH3:25])[CH3:24])=[O:21])[CH2:17][C:16]3=[CH:27][NH:28][N:29]=[C:15]23)=[O:13])[CH2:8][C@H:7]1[CH:9]=[CH2:10])=[O:5])C.[Li+].[OH-]. (2) The reactants are: [C:1]([C:3]1[CH:8]=[CH:7][CH:6]=[C:5]([N+:9]([O-:11])=[O:10])[C:4]=1[O:12][CH3:13])#[CH:2].[C:14]([O:20][CH2:21][N:22]=[N+:23]=[N-:24])(=[O:19])[C:15]([CH3:18])([CH3:17])[CH3:16]. Given the product [C:14]([O:20][CH2:21][N:22]1[CH:2]=[C:1]([C:3]2[CH:8]=[CH:7][CH:6]=[C:5]([N+:9]([O-:11])=[O:10])[C:4]=2[O:12][CH3:13])[N:24]=[N:23]1)(=[O:19])[C:15]([CH3:18])([CH3:17])[CH3:16], predict the reactants needed to synthesize it. (3) Given the product [CH:1]([O:4][C:5]1[C:10]([CH3:11])=[CH:9][CH:8]=[CH:7][C:6]=1[CH2:12][C@@H:13]([CH:15]1[CH2:16][CH2:17][NH:18][CH2:19][CH2:20]1)[OH:14])([CH3:3])[CH3:2], predict the reactants needed to synthesize it. The reactants are: [CH:1]([O:4][C:5]1[C:10]([CH3:11])=[CH:9][CH:8]=[CH:7][C:6]=1[CH2:12][C@@H:13]([C:15]1[CH:20]=[CH:19][N:18]=[CH:17][CH:16]=1)[OH:14])([CH3:3])[CH3:2]. (4) Given the product [CH2:22]([C:23]1[N:12]([NH:13][C:14](=[O:15])[O:16][C:17]([CH3:20])([CH3:19])[CH3:18])[C:11]2[C:10]3[N:9]=[CH:8][CH:7]=[CH:6][C:5]=3[N:4]=[CH:3][C:2]=2[N:1]=1)[CH3:21], predict the reactants needed to synthesize it. The reactants are: [NH2:1][C:2]1[CH:3]=[N:4][C:5]2[C:10]([C:11]=1[NH:12][NH:13][C:14]([O:16][C:17]([CH3:20])([CH3:19])[CH3:18])=[O:15])=[N:9][CH:8]=[CH:7][CH:6]=2.[C:21](OCC)(OCC)(OCC)[CH2:22][CH3:23].C1(C)C=CC=CC=1. (5) Given the product [C:21]([O:20][C:19](=[O:25])[NH:18][C@H:10]([C@H:9]([OH:26])[CH2:8][N:7]([CH2:1][CH2:2][CH2:3][CH2:4][CH:5]=[CH2:6])[S:42]([C:35]1[CH:36]=[CH:37][C:38]([O:40][CH2:41][CH3:47])=[CH:39][C:34]=1[O:33][CH2:27][CH2:28][CH2:29][CH2:30][CH:31]=[CH2:32])(=[O:44])=[O:43])[CH2:11][C:12]1[CH:13]=[CH:14][CH:15]=[CH:16][CH:17]=1)([CH3:22])([CH3:24])[CH3:23], predict the reactants needed to synthesize it. The reactants are: [CH2:1]([NH:7][CH2:8][C@@H:9]([OH:26])[C@@H:10]([NH:18][C:19](=[O:25])[O:20][C:21]([CH3:24])([CH3:23])[CH3:22])[CH2:11][C:12]1[CH:17]=[CH:16][CH:15]=[CH:14][CH:13]=1)[CH2:2][CH2:3][CH2:4][CH:5]=[CH2:6].[CH2:27]([O:33][C:34]1[CH:39]=[C:38]([O:40][CH3:41])[CH:37]=[CH:36][C:35]=1[S:42](Cl)(=[O:44])=[O:43])[CH2:28][CH2:29][CH2:30][CH:31]=[CH2:32].N1C=CC=C[CH:47]=1. (6) Given the product [F:20][CH:21]([F:32])[O:22][C:23]1[CH:24]=[CH:25][C:26]([NH:29][C:30](=[O:31])[NH:1][C:2]2[CH:3]=[CH:4][C:5]([C:8]3[C:16]4[C:11](=[N:12][CH:13]=[CH:14][CH:15]=4)[NH:10][C:9]=3[C:17]([NH2:19])=[O:18])=[CH:6][CH:7]=2)=[CH:27][CH:28]=1, predict the reactants needed to synthesize it. The reactants are: [NH2:1][C:2]1[CH:7]=[CH:6][C:5]([C:8]2[C:16]3[C:11](=[N:12][CH:13]=[CH:14][CH:15]=3)[NH:10][C:9]=2[C:17]([NH2:19])=[O:18])=[CH:4][CH:3]=1.[F:20][CH:21]([F:32])[O:22][C:23]1[CH:28]=[CH:27][C:26]([N:29]=[C:30]=[O:31])=[CH:25][CH:24]=1. (7) The reactants are: [NH:1]1[CH2:6][CH2:5][CH:4]([N:7]2[CH:11]=[C:10]([C:12]3[CH:17]=[N:16][N:15]4[C:18]([C:21]5[CH:22]=[C:23]([NH:27][C:28]([NH:30][CH2:31][C:32]([F:35])([F:34])[F:33])=[O:29])[CH:24]=[CH:25][CH:26]=5)=[CH:19][N:20]=[C:14]4[CH:13]=3)[CH:9]=[N:8]2)[CH2:3][CH2:2]1.[C:36]([C:38]1([C:41](O)=[O:42])[CH2:40][CH2:39]1)#[N:37]. Given the product [C:36]([C:38]1([C:41]([N:1]2[CH2:6][CH2:5][CH:4]([N:7]3[CH:11]=[C:10]([C:12]4[CH:17]=[N:16][N:15]5[C:18]([C:21]6[CH:22]=[C:23]([NH:27][C:28]([NH:30][CH2:31][C:32]([F:33])([F:35])[F:34])=[O:29])[CH:24]=[CH:25][CH:26]=6)=[CH:19][N:20]=[C:14]5[CH:13]=4)[CH:9]=[N:8]3)[CH2:3][CH2:2]2)=[O:42])[CH2:40][CH2:39]1)#[N:37], predict the reactants needed to synthesize it. (8) Given the product [C:1]([O:5][C:6](=[O:19])[NH:7][CH2:8][CH2:9][CH2:10][C:11]1([C:12]2[CH:17]=[CH:16][CH:15]=[CH:14][CH:13]=2)[NH:27][N:26]=[C:24]([C:23]2[CH:28]=[CH:29][CH:30]=[C:21]([F:20])[CH:22]=2)[S:25]1)([CH3:4])([CH3:3])[CH3:2], predict the reactants needed to synthesize it. The reactants are: [C:1]([O:5][C:6](=[O:19])[NH:7][CH2:8][CH2:9][CH2:10][C:11](=O)[C:12]1[CH:17]=[CH:16][CH:15]=[CH:14][CH:13]=1)([CH3:4])([CH3:3])[CH3:2].[F:20][C:21]1[CH:22]=[C:23]([CH:28]=[CH:29][CH:30]=1)[C:24]([NH:26][NH2:27])=[S:25].